Task: Predict the reactants needed to synthesize the given product.. Dataset: Full USPTO retrosynthesis dataset with 1.9M reactions from patents (1976-2016) (1) The reactants are: CS(CC1C(C2C=CC=CC=2)=NC2C(C=1C(N[C@H](C1C=CC=CC=1)CC)=O)=CC=CC=2)=[O:3].[CH:33]([S:36][CH2:37][C:38]1[C:39]([C:60]2[CH:65]=[CH:64][CH:63]=[CH:62][CH:61]=2)=[N:40][C:41]2[C:46]([C:47]=1[C:48]([NH:50][C@H:51]([C:54]1[CH:59]=[CH:58][CH:57]=[CH:56][CH:55]=1)[CH2:52][CH3:53])=[O:49])=[CH:45][CH:44]=[CH:43][CH:42]=2)([CH3:35])[CH3:34]. Given the product [CH:33]([S:36]([CH2:37][C:38]1[C:39]([C:60]2[CH:61]=[CH:62][CH:63]=[CH:64][CH:65]=2)=[N:40][C:41]2[C:46]([C:47]=1[C:48]([NH:50][C@H:51]([C:54]1[CH:55]=[CH:56][CH:57]=[CH:58][CH:59]=1)[CH2:52][CH3:53])=[O:49])=[CH:45][CH:44]=[CH:43][CH:42]=2)=[O:3])([CH3:34])[CH3:35], predict the reactants needed to synthesize it. (2) The reactants are: [F:1][C:2]([F:21])([F:20])[C:3]1[C:11]([C:12]#[N:13])=[CH:10][CH:9]=[C:8]2[C:4]=1[CH:5]=[C:6]([CH2:14][CH2:15][C:16]([F:19])([F:18])[F:17])[NH:7]2.C([O-])([O-])=O.[Cs+].[Cs+].Cl[CH2:29][C:30]1[N:34]=[C:33]([C:35]2[CH:40]=[C:39]([F:41])[CH:38]=[C:37]([F:42])[CH:36]=2)[O:32][N:31]=1. Given the product [F:41][C:39]1[CH:40]=[C:35]([C:33]2[O:32][N:31]=[C:30]([CH2:29][N:7]3[C:8]4[C:4](=[C:3]([C:2]([F:1])([F:20])[F:21])[C:11]([C:12]#[N:13])=[CH:10][CH:9]=4)[CH:5]=[C:6]3[CH2:14][CH2:15][C:16]([F:19])([F:18])[F:17])[N:34]=2)[CH:36]=[C:37]([F:42])[CH:38]=1, predict the reactants needed to synthesize it.